Dataset: Peptide-MHC class I binding affinity with 185,985 pairs from IEDB/IMGT. Task: Regression. Given a peptide amino acid sequence and an MHC pseudo amino acid sequence, predict their binding affinity value. This is MHC class I binding data. (1) The peptide sequence is DTRGIFSAY. The MHC is HLA-B46:01 with pseudo-sequence HLA-B46:01. The binding affinity (normalized) is 0.0847. (2) The peptide sequence is GETPIAYRNV. The MHC is HLA-B40:02 with pseudo-sequence HLA-B40:02. The binding affinity (normalized) is 0.479.